From a dataset of Buchwald-Hartwig C-N cross coupling reaction yields with 55,370 reactions. Predict the reaction yield, written as a fraction of the theoretical maximum amount of product (1.0 means a 100% yield; for example, 0.34 means a 34% yield). (1) The reactants are COc1ccc(Cl)cc1.Cc1ccc(N)cc1.O=S(=O)(O[Pd]1c2ccccc2-c2ccccc2N~1)C(F)(F)F.CC(C)c1cc(C(C)C)c(-c2ccccc2P(C2CCCCC2)C2CCCCC2)c(C(C)C)c1.CN(C)C(=NC(C)(C)C)N(C)C.c1ccc(-c2cnoc2)cc1. No catalyst specified. The product is COc1ccc(Nc2ccc(C)cc2)cc1. The yield is 0. (2) No catalyst specified. The product is Cc1ccc(Nc2cccnc2)cc1. The yield is 0.237. The reactants are Ic1cccnc1.Cc1ccc(N)cc1.O=S(=O)(O[Pd]1c2ccccc2-c2ccccc2N~1)C(F)(F)F.CC(C)c1cc(C(C)C)c(-c2ccccc2P(C(C)(C)C)C(C)(C)C)c(C(C)C)c1.CCN=P(N=P(N(C)C)(N(C)C)N(C)C)(N(C)C)N(C)C.CCOC(=O)c1cnoc1C. (3) The reactants are FC(F)(F)c1ccc(I)cc1.Cc1ccc(N)cc1.O=S(=O)(O[Pd]1c2ccccc2-c2ccccc2N~1)C(F)(F)F.COc1ccc(OC)c(P(C(C)(C)C)C(C)(C)C)c1-c1c(C(C)C)cc(C(C)C)cc1C(C)C.CCN=P(N=P(N(C)C)(N(C)C)N(C)C)(N(C)C)N(C)C.CCOC(=O)c1cc(C)no1. No catalyst specified. The product is Cc1ccc(Nc2ccc(C(F)(F)F)cc2)cc1. The yield is 0.402. (4) The reactants are FC(F)(F)c1ccc(Br)cc1.Cc1ccc(N)cc1.O=S(=O)(O[Pd]1c2ccccc2-c2ccccc2N~1)C(F)(F)F.COc1ccc(OC)c(P([C@]23C[C@H]4C[C@H](C[C@H](C4)C2)C3)[C@]23C[C@H]4C[C@H](C[C@H](C4)C2)C3)c1-c1c(C(C)C)cc(C(C)C)cc1C(C)C.CN1CCCN2CCCN=C12.COC(=O)c1cc(-c2cccs2)on1. No catalyst specified. The product is Cc1ccc(Nc2ccc(C(F)(F)F)cc2)cc1. The yield is 0.257.